The task is: Binary Classification. Given a drug SMILES string, predict its activity (active/inactive) in a high-throughput screening assay against a specified biological target.. This data is from M1 muscarinic receptor antagonist screen with 61,756 compounds. (1) The drug is S(CC(=O)N1CCCC1)c1n(CCc2ccccc2)c(nn1)Cc1n(ccc1)C. The result is 0 (inactive). (2) The result is 0 (inactive). The compound is s1c(c2nc(SCC#C)c(cc2)C#N)ccc1. (3) The drug is O=C1N2C(C=C(c3c2c(C21c1c(OC(N)=C2C#N)cc(O)cc1)cc(OCC)c3)C)(C)C. The result is 0 (inactive). (4) The drug is Clc1cc(S(=O)(=O)NC2(CCCCC2)C(O)=O)ccc1F. The result is 0 (inactive). (5) The result is 0 (inactive). The compound is O1C2(NC(C1)(CO)CO)CCC(CC2)CC. (6) The drug is S(c1n(N)c(nn1)c1cc(OC)c(OC)cc1)CC(=O)Nc1noc(c1)C. The result is 0 (inactive). (7) The drug is S1(=O)(=O)N(CC(=O)N(c2c(cccc2)C(O)=O)C)C(=O)c2c1cccc2. The result is 0 (inactive).